Dataset: Full USPTO retrosynthesis dataset with 1.9M reactions from patents (1976-2016). Task: Predict the reactants needed to synthesize the given product. (1) Given the product [CH3:32][O:31][C:20]1[CH:21]=[CH:22][C:23]([C:25]2[CH:30]=[CH:29][N:28]=[CH:27][CH:26]=2)=[CH:24][C:19]=1[CH2:18][N:17]([C:14]1([NH2:1])[CH2:13][CH2:12][CH:11]([CH3:10])[CH2:16][CH2:15]1)[C:33]([C:35]1[S:36][C:37]2[C:44]([F:45])=[CH:43][CH:42]=[C:41]([F:46])[C:38]=2[C:39]=1[Cl:40])=[O:34], predict the reactants needed to synthesize it. The reactants are: [N:1]#N.C(OC(=O)N[CH2:10][CH:11]1[CH2:16][CH2:15][CH:14]([N:17]([C:33]([C:35]2[S:36][C:37]3[C:44]([F:45])=[CH:43][CH:42]=[C:41]([F:46])[C:38]=3[C:39]=2[Cl:40])=[O:34])[CH2:18][C:19]2[CH:24]=[C:23]([C:25]3[CH:30]=[CH:29][N:28]=[CH:27][CH:26]=3)[CH:22]=[CH:21][C:20]=2[O:31][CH3:32])[CH2:13][CH2:12]1)(C)(C)C.Cl. (2) Given the product [CH3:39][O:38][C:36]([C:31]1([NH:30][C:29]([CH:9]2[CH2:10][CH:11]([O:13][C:14]3[CH:19]=[CH:18][N:17]=[C:16]4[CH:20]=[C:21]([C:23]5[N:24]([CH3:28])[CH:25]=[CH:26][N:27]=5)[S:22][C:15]=34)[CH2:12][NH:8]2)=[O:40])[CH2:33][CH:32]1[CH:34]=[CH2:35])=[O:37], predict the reactants needed to synthesize it. The reactants are: C(OC([N:8]1[CH2:12][CH:11]([O:13][C:14]2[CH:19]=[CH:18][N:17]=[C:16]3[CH:20]=[C:21]([C:23]4[N:24]([CH3:28])[CH:25]=[CH:26][N:27]=4)[S:22][C:15]=23)[CH2:10][CH:9]1[C:29](=[O:40])[NH:30][C:31]1([C:36]([O:38][CH3:39])=[O:37])[CH2:33][CH:32]1[CH:34]=[CH2:35])=O)(C)(C)C.C(O)(C(F)(F)F)=O. (3) Given the product [NH:1]1[C:5]2[CH:6]=[CH:7][C:8]([N:10]3[CH:16]([C:15]4[CH:18]=[CH:19][C:20]([O:21][CH3:22])=[C:13]([O:12][CH3:11])[CH:14]=4)[CH2:30][NH:29][C:34]3=[O:35])=[CH:9][C:4]=2[N:3]=[CH:2]1, predict the reactants needed to synthesize it. The reactants are: [NH:1]1[C:5]2[CH:6]=[CH:7][C:8]([NH2:10])=[CH:9][C:4]=2[N:3]=[CH:2]1.[CH3:11][O:12][C:13]1[CH:14]=[C:15]([CH:18]=[CH:19][C:20]=1[O:21][CH3:22])[CH:16]=O.[Si](C#N)(C)(C)C.[N:29]1([C:34](N2C=CN=C2)=[O:35])C=CN=[CH:30]1. (4) Given the product [CH3:1][N:2]([CH3:3])[C:4]1[CH:5]=[CH:6][C:7]([C:10]([C:20]2[CH:25]=[CH:24][CH:23]=[CH:22][CH:21]=2)([C:11]2[CH:12]=[CH:13][C:14]([N:15]([CH3:17])[CH3:16])=[CH:18][CH:19]=2)[C:27]#[N:28])=[CH:8][CH:9]=1, predict the reactants needed to synthesize it. The reactants are: [CH3:1][N:2]([C:4]1[CH:9]=[CH:8][C:7]([C:10]([C:20]2[CH:25]=[CH:24][CH:23]=[CH:22][CH:21]=2)=[C:11]2[CH:19]=[CH:18][C:14](=[N+:15]([CH3:17])[CH3:16])[CH:13]=[CH:12]2)=[CH:6][CH:5]=1)[CH3:3].[Cl-].[C-:27]#[N:28].[Na+].O.C(OCC)C. (5) Given the product [CH:17]1[C:18]2[C:27]3[CH2:26][CH2:25][CH:24]([NH:28][S:44]([C:38]4[CH:43]=[CH:42][CH:41]=[CH:40][CH:39]=4)(=[O:46])=[O:45])[CH2:23][C:22]=3[CH:21]=[N:20][C:19]=2[NH:15][N:16]=1.[CH3:8][O:9][C:10]1[CH:11]=[CH:12][C:13]([CH2:14][N:15]2[C:19]3[N:20]=[CH:21][C:22]4[CH2:23][CH:24]([NH:28][S:44]([C:38]5[CH:43]=[CH:42][CH:41]=[CH:40][CH:39]=5)(=[O:46])=[O:45])[CH2:25][CH2:26][C:27]=4[C:18]=3[CH:17]=[N:16]2)=[CH:29][CH:30]=1, predict the reactants needed to synthesize it. The reactants are: OC(C(F)(F)F)=O.[CH3:8][O:9][C:10]1[CH:30]=[CH:29][C:13]([CH2:14][N:15]2[C:19]3[N:20]=[CH:21][C:22]4[CH2:23][CH:24]([NH2:28])[CH2:25][CH2:26][C:27]=4[C:18]=3[CH:17]=[N:16]2)=[CH:12][CH:11]=1.CCN(CC)CC.[C:38]1([S:44](Cl)(=[O:46])=[O:45])[CH:43]=[CH:42][CH:41]=[CH:40][CH:39]=1.[OH-].[Na+]. (6) Given the product [CH3:1][O:2][C:3]([C:5]1[CH:6]=[C:7]([F:24])[CH:8]=[C:9]2[C:14]=1[NH:13][CH:12]([C:15]1[CH:20]=[CH:19][CH:18]=[C:17]([N:36]3[CH2:37][CH2:38][N:33]([C:30]4[CH:31]=[CH:32][C:27]([CH3:39])=[CH:28][CH:29]=4)[CH2:34][CH2:35]3)[CH:16]=1)[CH2:11][C:10]2([CH3:23])[CH3:22])=[O:4], predict the reactants needed to synthesize it. The reactants are: [CH3:1][O:2][C:3]([C:5]1[CH:6]=[C:7]([F:24])[CH:8]=[C:9]2[C:14]=1[NH:13][CH:12]([C:15]1[CH:20]=[CH:19][CH:18]=[C:17](Br)[CH:16]=1)[CH2:11][C:10]2([CH3:23])[CH3:22])=[O:4].Cl.Cl.[C:27]1([CH3:39])[CH:32]=[CH:31][C:30]([N:33]2[CH2:38][CH2:37][NH:36][CH2:35][CH2:34]2)=[CH:29][CH:28]=1.CC1(C)C2C(=C(P(C3C=CC=CC=3)C3C=CC=CC=3)C=CC=2)OC2C(P(C3C=CC=CC=3)C3C=CC=CC=3)=CC=CC1=2.C(=O)([O-])[O-].[Cs+].[Cs+]. (7) Given the product [C:1]([N:4]1[CH2:9][CH2:8][C:7](=[O:10])/[C:6](=[C:25](/[NH:24][C:21]2[CH:22]=[CH:23][C:18]([Br:17])=[CH:19][CH:20]=2)\[S:26][CH3:11])/[CH2:5]1)(=[O:3])[CH3:2], predict the reactants needed to synthesize it. The reactants are: [C:1]([N:4]1[CH2:9][CH2:8][C:7](=[O:10])[CH2:6][CH2:5]1)(=[O:3])[CH3:2].[CH3:11]C([O-])(C)C.[K+].[Br:17][C:18]1[CH:23]=[CH:22][C:21]([N:24]=[C:25]=[S:26])=[CH:20][CH:19]=1.CI. (8) The reactants are: Cl.[Cl:2][C:3]1[CH:8]=[CH:7][C:6]([NH:9]N)=[CH:5][CH:4]=1.[O:11]1[CH:16]=[CH:15][CH2:14][CH2:13][CH2:12]1.S(=O)(=O)(O)O. Given the product [Cl:2][C:3]1[CH:8]=[C:7]2[C:6](=[CH:5][CH:4]=1)[NH:9][CH:16]=[C:15]2[CH2:14][CH2:13][CH2:12][OH:11], predict the reactants needed to synthesize it. (9) Given the product [CH2:15]([O:22][C:23]([NH:25][C@:26]([CH:33]([CH2:35][CH3:36])[CH3:34])([CH2:30][CH:31]=[CH2:32])[C:27]([NH:9][CH2:10][C:11]([O:13][CH3:14])=[O:12])=[O:28])=[O:24])[C:16]1[CH:21]=[CH:20][CH:19]=[CH:18][CH:17]=1, predict the reactants needed to synthesize it. The reactants are: CN1CCOCC1.Cl.[NH2:9][CH2:10][C:11]([O:13][CH3:14])=[O:12].[CH2:15]([O:22][C:23]([NH:25][C@:26]([CH:33]([CH2:35][CH3:36])[CH3:34])([CH2:30][CH:31]=[CH2:32])[C:27](O)=[O:28])=[O:24])[C:16]1[CH:21]=[CH:20][CH:19]=[CH:18][CH:17]=1.CN(C(ON1N=NC2C=CC=NC1=2)=[N+](C)C)C.F[P-](F)(F)(F)(F)F.